Dataset: Full USPTO retrosynthesis dataset with 1.9M reactions from patents (1976-2016). Task: Predict the reactants needed to synthesize the given product. (1) Given the product [OH:4][C@H:5]([CH3:25])[CH2:6][CH2:7][CH2:8][CH2:9][N:10]1[C:15](=[O:16])[C:14]2[C:17]([CH3:22])=[CH:18][C:19]([CH3:21])=[N:20][C:13]=2[N:12]([CH3:23])[C:11]1=[O:24], predict the reactants needed to synthesize it. The reactants are: C([O:4][C@H:5]([CH3:25])[CH2:6][CH2:7][CH2:8][CH2:9][N:10]1[C:15](=[O:16])[C:14]2[C:17]([CH3:22])=[CH:18][C:19]([CH3:21])=[N:20][C:13]=2[N:12]([CH3:23])[C:11]1=[O:24])(=O)C.[OH-].[K+].[Cl-].[Na+]. (2) Given the product [CH2:1]([O:8][C:9]([N:11]1[CH:16]([CH2:17][CH3:18])[CH2:15][CH:14]([NH:33][CH2:32][C:31]2[CH:34]=[C:35]([C:37]([F:38])([F:39])[F:40])[CH:36]=[C:29]([C:28]([F:27])([F:41])[F:42])[CH:30]=2)[CH2:13][CH:12]1[CH2:20][C:21]1[CH:26]=[CH:25][CH:24]=[CH:23][CH:22]=1)=[O:10])[C:2]1[CH:7]=[CH:6][CH:5]=[CH:4][CH:3]=1, predict the reactants needed to synthesize it. The reactants are: [CH2:1]([O:8][C:9]([N:11]1[CH:16]([CH2:17][CH3:18])[CH2:15][C:14](=O)[CH2:13][CH:12]1[CH2:20][C:21]1[CH:26]=[CH:25][CH:24]=[CH:23][CH:22]=1)=[O:10])[C:2]1[CH:7]=[CH:6][CH:5]=[CH:4][CH:3]=1.[F:27][C:28]([F:42])([F:41])[C:29]1[CH:30]=[C:31]([CH:34]=[C:35]([C:37]([F:40])([F:39])[F:38])[CH:36]=1)[CH2:32][NH2:33].C(O)(=O)C.[BH-](OC(C)=O)(OC(C)=O)OC(C)=O.[Na+].[OH-].[Na+]. (3) Given the product [CH3:27][N:25]([CH3:26])[S:22]([NH:21][CH2:20][C:19]([F:29])([C:16]1[CH:15]=[CH:14][C:13]([C:9]2[CH:10]=[CH:11][CH:12]=[C:7]([NH:6][S:2]([CH3:1])(=[O:4])=[O:3])[CH:8]=2)=[CH:18][CH:17]=1)[CH3:28])(=[O:23])=[O:24], predict the reactants needed to synthesize it. The reactants are: [CH3:1][S:2](Cl)(=[O:4])=[O:3].[NH2:6][C:7]1[CH:8]=[C:9]([C:13]2[CH:18]=[CH:17][C:16]([C:19]([F:29])([CH3:28])[CH2:20][NH:21][S:22]([N:25]([CH3:27])[CH3:26])(=[O:24])=[O:23])=[CH:15][CH:14]=2)[CH:10]=[CH:11][CH:12]=1.C1CCN2C(=NCCC2)CC1. (4) Given the product [CH2:1]([N:3]1[C:7]([C:8]2[CH:9]=[C:10]3[C:15](=[CH:16][C:17]=2[C:18]([F:20])([F:21])[F:19])[NH:14][C:13](=[O:22])[N:12]([N:23]([C:29](=[O:32])[CH2:30][CH3:31])[S:24]([CH3:27])(=[O:25])=[O:26])[C:11]3=[O:28])=[CH:6][CH:5]=[N:4]1)[CH3:2], predict the reactants needed to synthesize it. The reactants are: [CH2:1]([N:3]1[C:7]([C:8]2[CH:9]=[C:10]3[C:15](=[CH:16][C:17]=2[C:18]([F:21])([F:20])[F:19])[NH:14][C:13](=[O:22])[N:12]([NH:23][S:24]([CH3:27])(=[O:26])=[O:25])[C:11]3=[O:28])=[CH:6][CH:5]=[N:4]1)[CH3:2].[C:29](Cl)(=[O:32])[CH2:30][CH3:31]. (5) The reactants are: [C:1]1(=[O:7])O[C:4](=[O:5])[CH:3]=[CH:2]1.[CH:8]([NH:11][NH2:12])([CH3:10])[CH3:9]. Given the product [OH:7][C:1]1[CH:2]=[CH:3][C:4](=[O:5])[N:11]([CH:8]([CH3:10])[CH3:9])[N:12]=1, predict the reactants needed to synthesize it.